This data is from Reaction yield outcomes from USPTO patents with 853,638 reactions. The task is: Predict the reaction yield, written as a fraction of the theoretical maximum amount of product (1.0 means a 100% yield; for example, 0.34 means a 34% yield). (1) The reactants are [NH2:1][C:2]1[CH:7]=[CH:6][C:5]([CH2:8][C:9]([O:11][C:12]([CH3:15])([CH3:14])[CH3:13])=[O:10])=[CH:4][C:3]=1[CH3:16].[Cl:17][C:18]1[CH:23]=[CH:22][CH:21]=[CH:20][C:19]=1[N:24]=[C:25]=[O:26].CCN(CC)CC. The catalyst is C1COCC1. The product is [Cl:17][C:18]1[CH:23]=[CH:22][CH:21]=[CH:20][C:19]=1[NH:24][C:25](=[O:26])[NH:1][C:2]1[CH:7]=[CH:6][C:5]([CH2:8][C:9]([O:11][C:12]([CH3:13])([CH3:15])[CH3:14])=[O:10])=[CH:4][C:3]=1[CH3:16]. The yield is 0.930. (2) The reactants are [F:1][C:2]1[CH:3]=[C:4]([C@H:8]2[CH2:12][CH2:11][CH2:10][N:9]2[C:13]2[CH:18]=[CH:17][N:16]3[N:19]=[CH:20][C:21]([NH2:22])=[C:15]3[N:14]=2)[CH:5]=[CH:6][CH:7]=1.[CH3:23][N:24]1[CH:28]=[CH:27][N:26]=[C:25]1[C:29](O)=[O:30].CN(C(ON1N=NC2C=CC=NC1=2)=[N+](C)C)C.F[P-](F)(F)(F)(F)F.CCN(C(C)C)C(C)C. The catalyst is CCOC(C)=O.CN(C=O)C. The product is [F:1][C:2]1[CH:3]=[C:4]([C@H:8]2[CH2:12][CH2:11][CH2:10][N:9]2[C:13]2[CH:18]=[CH:17][N:16]3[N:19]=[CH:20][C:21]([NH:22][C:29]([C:25]4[N:24]([CH3:23])[CH:28]=[CH:27][N:26]=4)=[O:30])=[C:15]3[N:14]=2)[CH:5]=[CH:6][CH:7]=1. The yield is 0.680. (3) The reactants are Br[C:2]1[CH:7]=[CH:6][CH:5]=[CH:4][N:3]=1.[Li]CCCC.Br[C:14]1[CH:15]=[C:16]([CH:19]=[CH:20][CH:21]=1)[CH:17]=[O:18].Cl. The yield is 0.380. The product is [N:3]1[CH:4]=[CH:5][CH:6]=[CH:7][C:2]=1[C:14]1[CH:15]=[C:16]([CH:19]=[CH:20][CH:21]=1)[CH:17]=[O:18]. The catalyst is C1C=CC([P]([Pd]([P](C2C=CC=CC=2)(C2C=CC=CC=2)C2C=CC=CC=2)([P](C2C=CC=CC=2)(C2C=CC=CC=2)C2C=CC=CC=2)[P](C2C=CC=CC=2)(C2C=CC=CC=2)C2C=CC=CC=2)(C2C=CC=CC=2)C2C=CC=CC=2)=CC=1.C1COCC1. (4) The reactants are C(OC([NH:8][C:9]1([CH3:17])[C:13]2([CH2:15][CH2:14]2)[C:12](=[O:16])[NH:11][CH2:10]1)=O)(C)(C)C.C(O[K])(C)(C)C.[CH2:24](Cl)[C:25]1[CH:30]=[CH:29][CH:28]=[CH:27][CH:26]=1.O. The catalyst is CC(N(C)C)=O. The product is [NH2:8][C:9]1([CH3:17])[C:13]2([CH2:14][CH2:15]2)[C:12](=[O:16])[N:11]([CH2:24][C:25]2[CH:30]=[CH:29][CH:28]=[CH:27][CH:26]=2)[CH2:10]1. The yield is 0.901. (5) The reactants are Br[C:2]1[CH:3]=[CH:4][CH:5]=[C:6]2[C:11]=1[CH:10]=[N:9][CH:8]=[CH:7]2.[C:12](=[O:15])([O-])[O-:13].[K+].[K+].[CH3:18][N:19]([CH:21]=O)C. The catalyst is C(Cl)Cl.[CH-]1C=C(P(C2C=CC=CC=2)C2C=CC=CC=2)C=C1.[CH-]1C=C(P(C2C=CC=CC=2)C2C=CC=CC=2)C=C1.Cl[Pd]Cl.[Fe+2]. The product is [C:6]([O:13][C:12]([N:19]1[CH2:21][CH2:4][C:3]([C:2]2[CH:3]=[CH:4][CH:5]=[C:6]3[C:11]=2[CH:10]=[N:9][CH:8]=[CH:7]3)=[CH:2][CH2:18]1)=[O:15])([CH3:11])([CH3:7])[CH3:5]. The yield is 0.730. (6) The reactants are [Cl:1][C:2]1[CH:8]=[C:7]([O:9][C:10]2[C:19]3[C:14](=[CH:15][C:16]([O:22][CH3:23])=[C:17]([O:20][CH3:21])[CH:18]=3)[N:13]=[CH:12][N:11]=2)[CH:6]=[CH:5][C:3]=1[NH2:4].Cl[C:25](Cl)([O:27]C(=O)OC(Cl)(Cl)Cl)Cl.[CH3:36][CH2:37][CH2:38][CH2:39][CH:40]([OH:45])[CH2:41][CH2:42][CH2:43][CH3:44].C(=O)(O)[O-].[Na+]. The yield is 0.490. The catalyst is C(Cl)Cl.C(N(CC)CC)C.C1(C)C=CC=CC=1. The product is [Cl:1][C:2]1[CH:8]=[C:7]([O:9][C:10]2[C:19]3[C:14](=[CH:15][C:16]([O:22][CH3:23])=[C:17]([O:20][CH3:21])[CH:18]=3)[N:13]=[CH:12][N:11]=2)[CH:6]=[CH:5][C:3]=1[NH:4][C:25](=[O:27])[O:45][CH:40]([CH2:41][CH2:42][CH2:43][CH3:44])[CH2:39][CH2:38][CH2:37][CH3:36]. (7) The reactants are [F:1][C:2]1[CH:3]=[C:4]([OH:16])[CH:5]=[C:6]([C:8]2([O:14][CH3:15])[CH2:13][CH2:12][O:11][CH2:10][CH2:9]2)[CH:7]=1.Br[CH2:18][C:19]1[CH:28]=[CH:27][C:22]([C:23]([O:25][CH3:26])=[O:24])=[CH:21][CH:20]=1.C([O-])([O-])=O.[K+].[K+].O. The catalyst is CC(N(C)C)=O.C1OCCOCCOCCOCCOCCOC1. The product is [F:1][C:2]1[CH:3]=[C:4]([CH:5]=[C:6]([C:8]2([O:14][CH3:15])[CH2:9][CH2:10][O:11][CH2:12][CH2:13]2)[CH:7]=1)[O:16][CH2:18][C:19]1[CH:28]=[CH:27][C:22]([C:23]([O:25][CH3:26])=[O:24])=[CH:21][CH:20]=1. The yield is 0.880. (8) The reactants are Br[C:2]1[C:3]([N:17]2[CH2:22][CH2:21][CH2:20][C@@H:19]([NH:23]C(=O)OC(C)(C)C)[CH2:18]2)=[C:4]2[C:10]([NH:11][C:12]([CH:14]3[CH2:16][CH2:15]3)=[O:13])=[CH:9][NH:8][C:5]2=[N:6][CH:7]=1.CC1(C)C2C=CC=C(P(C3C=CC=CC=3)C3C=CC=CC=3)C=2OC2C1=CC=CC=2P(C1C=CC=CC=1)C1C=CC=CC=1.[CH3:73][CH:74]([SH:76])[CH3:75].C(N(C(C)C)C(C)C)C.C(Cl)[Cl:87]. The catalyst is O1CCOCC1.C1C=CC(/C=C/C(/C=C/C2C=CC=CC=2)=O)=CC=1.C1C=CC(/C=C/C(/C=C/C2C=CC=CC=2)=O)=CC=1.C1C=CC(/C=C/C(/C=C/C2C=CC=CC=2)=O)=CC=1.[Pd].[Pd].O. The product is [ClH:87].[NH2:23][C@@H:19]1[CH2:20][CH2:21][CH2:22][N:17]([C:3]2[C:2]([S:76][CH:74]([CH3:75])[CH3:73])=[CH:7][N:6]=[C:5]3[NH:8][CH:9]=[C:10]([NH:11][C:12]([CH:14]4[CH2:16][CH2:15]4)=[O:13])[C:4]=23)[CH2:18]1. The yield is 0.510. (9) The reactants are [CH3:1][O:2][C:3]1[CH:8]=[C:7]([N:9]2[CH2:14][CH2:13][O:12][CH2:11][CH2:10]2)[CH:6]=[C:5]([N+:15]([O-])=O)[C:4]=1[NH:18][C:19](=O)[CH3:20]. The catalyst is CC(O)=O.[Fe]. The product is [CH3:1][O:2][C:3]1[C:4]2[N:18]=[C:19]([CH3:20])[NH:15][C:5]=2[CH:6]=[C:7]([N:9]2[CH2:14][CH2:13][O:12][CH2:11][CH2:10]2)[CH:8]=1. The yield is 1.00. (10) The reactants are [CH:1]([C:4]1[CH:11]=[CH:10][C:7]([CH2:8][OH:9])=[CH:6][CH:5]=1)([CH3:3])[CH3:2].[C:12](N1C=CN=C1)([N:14]1[CH:18]=[CH:17][N:16]=[CH:15]1)=[O:13]. The catalyst is C1(C)C=CC=CC=1. The product is [CH:1]([C:4]1[CH:5]=[CH:6][C:7]([CH2:8][O:9][C:12]([N:14]2[CH:18]=[CH:17][N:16]=[CH:15]2)=[O:13])=[CH:10][CH:11]=1)([CH3:3])[CH3:2]. The yield is 0.870.